Dataset: Full USPTO retrosynthesis dataset with 1.9M reactions from patents (1976-2016). Task: Predict the reactants needed to synthesize the given product. (1) Given the product [F:35][C:36]1[CH:43]=[CH:42][CH:41]=[CH:40][C:37]=1[CH2:38][NH:1][C:2]1[CH:10]=[C:9]2[C:5]([CH2:6][CH2:7][N:8]2[C:11]([C:13]2[CH2:17][CH:16]([CH2:18][N:19]3[CH2:20][CH2:21][N:22]([C:25]4[CH:30]=[CH:29][CH:28]=[CH:27][C:26]=4[O:31][CH:32]([CH3:34])[CH3:33])[CH2:23][CH2:24]3)[O:15][N:14]=2)=[O:12])=[CH:4][CH:3]=1, predict the reactants needed to synthesize it. The reactants are: [NH2:1][C:2]1[CH:10]=[C:9]2[C:5]([CH2:6][CH2:7][N:8]2[C:11]([C:13]2[CH2:17][CH:16]([CH2:18][N:19]3[CH2:24][CH2:23][N:22]([C:25]4[CH:30]=[CH:29][CH:28]=[CH:27][C:26]=4[O:31][CH:32]([CH3:34])[CH3:33])[CH2:21][CH2:20]3)[O:15][N:14]=2)=[O:12])=[CH:4][CH:3]=1.[F:35][C:36]1[CH:43]=[CH:42][CH:41]=[CH:40][C:37]=1[CH:38]=O.[BH4-].[Na+]. (2) Given the product [Cl:74][C:71]1[CH:72]=[C:73]2[C:68](=[CH:69][CH:70]=1)[NH:67][CH:66]=[C:65]2[CH2:64][N:49]1[C:48]([C:44]2[N:45]([CH3:47])[CH:46]=[C:42]([C:39](=[N:8][C:3]#[N:1])[CH3:40])[CH:43]=2)=[C:56]2[C:51]([N:52]([CH2:60][CH:61]([CH3:62])[CH3:63])[C:53](=[O:59])[N:54]([CH3:58])[C:55]2=[O:57])=[N:50]1, predict the reactants needed to synthesize it. The reactants are: [NH:1]([C:3]1[N:8](CC(C)C)C(=O)N(C)C(=O)C=1)N.ClC1C=C2C(=CC=1)NC=C2C=O.C(C1C=C(C=O)N(C)C=1)(=O)C.[C:39]([C:42]1[CH:43]=[C:44]([C:48]2[N:49]([CH2:64][C:65]3[C:73]4[C:68](=[CH:69][CH:70]=[C:71]([Cl:74])[CH:72]=4)[NH:67][CH:66]=3)[N:50]=[C:51]3[C:56]=2[C:55](=[O:57])[N:54]([CH3:58])[C:53](=[O:59])[N:52]3[CH2:60][CH:61]([CH3:63])[CH3:62])[N:45]([CH3:47])[CH:46]=1)(=O)[CH3:40].C[Si](N=C=N[Si](C)(C)C)(C)C.